Dataset: Full USPTO retrosynthesis dataset with 1.9M reactions from patents (1976-2016). Task: Predict the reactants needed to synthesize the given product. (1) Given the product [Cl:1][C:2]1[N:10]=[C:9]2[C:5]([N:6]=[C:7]([C:11]([OH:14])([CH3:13])[CH3:12])[N:8]2[CH:28]([CH3:33])[C:29]([O:31][CH3:32])=[O:30])=[C:4]([N:15]2[CH2:16][CH2:17][O:18][CH2:19][CH2:20]2)[N:3]=1, predict the reactants needed to synthesize it. The reactants are: [Cl:1][C:2]1[N:10]=[C:9]2[C:5]([N:6]=[C:7]([C:11]([OH:14])([CH3:13])[CH3:12])[NH:8]2)=[C:4]([N:15]2[CH2:20][CH2:19][O:18][CH2:17][CH2:16]2)[N:3]=1.C(=O)([O-])[O-].[Cs+].[Cs+].Br[CH:28]([CH3:33])[C:29]([O:31][CH3:32])=[O:30]. (2) Given the product [C:13]([C:14]1[CH:15]=[C:16]([CH:28]=[C:29]([F:31])[CH:30]=1)[CH2:17][N:18]([CH3:27])[CH2:19][CH2:20][C:38]([O:40][C:41]([CH3:44])([CH3:43])[CH3:42])=[O:39])#[N:32], predict the reactants needed to synthesize it. The reactants are: BrCC1C=C(C=C(F)C=1)C#N.N[C:13](=[N:32]O)[C:14]1[CH:15]=[C:16]([CH:28]=[C:29]([F:31])[CH:30]=1)[CH2:17][N:18]([CH3:27])[CH2:19][C:20](OC(C)(C)C)=O.CNCC[C:38]([O:40][C:41]([CH3:44])([CH3:43])[CH3:42])=[O:39]. (3) Given the product [OH:3][CH2:4][C:5]([CH2:8][OH:9])([CH2:6][F:61])[CH2:20][N:21]1[CH:25]=[C:24]([CH2:26][OH:27])[N:23]=[C:22]1[N+:31]([O-:33])=[O:32], predict the reactants needed to synthesize it. The reactants are: CC1(C)O[CH2:6][C:5]([CH2:20][N:21]2[CH:25]=[C:24]([CH2:26][O:27]COC)[N:23]=[C:22]2[N+:31]([O-:33])=[O:32])([CH2:8][O:9]S(C2C=CC(C)=CC=2)(=O)=O)[CH2:4][O:3]1.C1N2CCOCCOCCN(CCOCCOCC2)CCOCCOC1.[F-:61].[K+].C(=O)([O-])[O-].[K+].[K+]. (4) Given the product [Cl:37][C:36]1[C:32]([CH:30]([O:29][C:27]([NH:26][C:25]2[CH:24]=[C:23]([F:38])[S:22][C:21]=2[C:18]2[CH:17]=[CH:16][C:15]([C:12]3[CH:13]=[CH:14][C:9]([C:6]4([C:4]([OH:5])=[O:3])[CH2:7][CH2:8]4)=[CH:10][CH:11]=3)=[CH:20][CH:19]=2)=[O:28])[CH3:31])=[CH:33][S:34][CH:35]=1, predict the reactants needed to synthesize it. The reactants are: C([O:3][C:4]([C:6]1([C:9]2[CH:14]=[CH:13][C:12]([C:15]3[CH:20]=[CH:19][C:18]([C:21]4[S:22][C:23]([F:38])=[CH:24][C:25]=4[NH:26][C:27]([O:29][CH:30]([C:32]4[C:36]([Cl:37])=[CH:35][S:34][CH:33]=4)[CH3:31])=[O:28])=[CH:17][CH:16]=3)=[CH:11][CH:10]=2)[CH2:8][CH2:7]1)=[O:5])C.[OH-].[Na+].Cl. (5) Given the product [Cl:1][C:2]1[N:3]=[C:4]([CH:18]2[CH2:23][CH2:22][O:21][CH2:20][CH2:19]2)[NH:5][C:6]=1[C:7]1[CH:8]=[C:9]([CH:14]=[CH:15][C:16]=1[CH3:17])[C:10]([OH:12])=[O:11], predict the reactants needed to synthesize it. The reactants are: [Cl:1][C:2]1[N:3]=[C:4]([CH:18]2[CH2:23][CH2:22][O:21][CH2:20][CH2:19]2)[NH:5][C:6]=1[C:7]1[CH:8]=[C:9]([CH:14]=[CH:15][C:16]=1[CH3:17])[C:10]([O:12]C)=[O:11].[OH-].[Na+]. (6) Given the product [CH:1]1([C:4]2[O:5][C:6]([C:23]3[CH:28]=[CH:27][N:26]=[C:25]([NH:34][CH3:33])[N:24]=3)=[C:7]([C:9]3[C:10]([F:22])=[C:11]([NH:15][S:16]([CH2:19][CH2:20][CH3:21])(=[O:17])=[O:18])[CH:12]=[CH:13][CH:14]=3)[N:8]=2)[CH2:2][CH2:3]1, predict the reactants needed to synthesize it. The reactants are: [CH:1]1([C:4]2[O:5][C:6]([C:23]3[CH:28]=[CH:27][N:26]=[C:25](S(C)(=O)=O)[N:24]=3)=[C:7]([C:9]3[C:10]([F:22])=[C:11]([NH:15][S:16]([CH2:19][CH2:20][CH3:21])(=[O:18])=[O:17])[CH:12]=[CH:13][CH:14]=3)[N:8]=2)[CH2:3][CH2:2]1.[CH3:33][NH2:34]. (7) Given the product [Br:1][C:2]1[C:3]([C:7]#[N:8])=[N:4][N:5]([CH:20]2[CH2:25][CH2:24][N:23]([C:26]([O:28][C:29]([CH3:32])([CH3:31])[CH3:30])=[O:27])[CH2:22][CH2:21]2)[CH:6]=1, predict the reactants needed to synthesize it. The reactants are: [Br:1][C:2]1[CH:6]=[N:5][NH:4][C:3]=1[C:7]#[N:8].C(=O)([O-])[O-].[K+].[K+].CS(O[CH:20]1[CH2:25][CH2:24][N:23]([C:26]([O:28][C:29]([CH3:32])([CH3:31])[CH3:30])=[O:27])[CH2:22][CH2:21]1)(=O)=O.